This data is from Full USPTO retrosynthesis dataset with 1.9M reactions from patents (1976-2016). The task is: Predict the reactants needed to synthesize the given product. (1) Given the product [Br:1][C:2]1[CH:3]=[C:4]([CH2:13][N:14]2[CH:18]=[CH:17][C:16]([C:19]([O:21][CH2:22][CH3:23])=[O:20])=[N:15]2)[CH:5]=[CH:6][C:7]=1[C:8]1[N:9]=[C:29]([C:28]2[CH:32]=[CH:33][C:34]([O:35][CH:36]([CH3:38])[CH3:37])=[C:26]([C:24]#[N:25])[CH:27]=2)[O:12][N:11]=1, predict the reactants needed to synthesize it. The reactants are: [Br:1][C:2]1[CH:3]=[C:4]([CH2:13][N:14]2[CH:18]=[CH:17][C:16]([C:19]([O:21][CH2:22][CH3:23])=[O:20])=[N:15]2)[CH:5]=[CH:6][C:7]=1/[C:8](/[NH:11][OH:12])=[N:9]/[H].[C:24]([C:26]1[CH:27]=[C:28]([CH:32]=[CH:33][C:34]=1[O:35][CH:36]([CH3:38])[CH3:37])[C:29](O)=O)#[N:25].C1(C2C=C(C(O)=O)SC=2C(F)(F)F)C=CC=CC=1. (2) Given the product [C:51]([O:55][C:49]([NH:46][C:3]1[C:4]([CH3:18])=[N:5][N:6]2[C:10]([C:11]([O:13][CH2:14][CH3:15])=[O:12])=[C:9]([S:16][CH3:17])[S:8][C:7]=12)=[O:25])([CH3:54])([CH3:53])[CH3:52], predict the reactants needed to synthesize it. The reactants are: C([C:3]1[C:4]([CH3:18])=[N:5][N:6]2[C:10]([C:11]([O:13][CH2:14][CH3:15])=[O:12])=[C:9]([S:16][CH3:17])[S:8][C:7]=12)=O.[Mn]([O-])(=O)(=O)=O.[K+].[OH:25]O.C1(P(N=[N+]=[N-])(C2C=CC=CC=2)=O)C=CC=CC=1.C([N:46]([CH2:49]C)CC)C.[C:51]([OH:55])([CH3:54])([CH3:53])[CH3:52]. (3) Given the product [Br:6][C:7]1[CH:15]=[C:11]2[C:12](=[O:14])[C:22]3[C:17](=[CH:18][CH:19]=[C:20]([I:23])[CH:21]=3)[O:16][C:10]2=[N:9][CH:8]=1, predict the reactants needed to synthesize it. The reactants are: OP(O)(O)=O.[Br:6][C:7]1[CH:8]=[N:9][C:10]([O:16][C:17]2[CH:22]=[CH:21][C:20]([I:23])=[CH:19][CH:18]=2)=[C:11]([CH:15]=1)[C:12]([OH:14])=O. (4) Given the product [Br:1][C:2]1[CH:7]=[CH:6][C:5]([C@H:8]2[N:11]([C:12]3[CH:13]=[CH:14][CH:15]=[CH:16][CH:17]=3)[C:10](=[O:18])[C@@H:9]2[CH2:19][CH2:20][C@H:21]([O:29][Si:38]([C:41]([CH3:44])([CH3:43])[CH3:42])([CH3:40])[CH3:39])[C:22]2[CH:27]=[CH:26][C:25]([F:28])=[CH:24][CH:23]=2)=[C:4]([O:30][CH2:31][C:32]2[CH:33]=[CH:34][CH:35]=[CH:36][CH:37]=2)[CH:3]=1, predict the reactants needed to synthesize it. The reactants are: [Br:1][C:2]1[CH:7]=[CH:6][C:5]([C@H:8]2[N:11]([C:12]3[CH:17]=[CH:16][CH:15]=[CH:14][CH:13]=3)[C:10](=[O:18])[C@@H:9]2[CH2:19][CH2:20][C@H:21]([OH:29])[C:22]2[CH:27]=[CH:26][C:25]([F:28])=[CH:24][CH:23]=2)=[C:4]([O:30][CH2:31][C:32]2[CH:37]=[CH:36][CH:35]=[CH:34][CH:33]=2)[CH:3]=1.[Si:38](Cl)([C:41]([CH3:44])([CH3:43])[CH3:42])([CH3:40])[CH3:39].N1C=CN=C1.O. (5) Given the product [Br:43][CH2:44][C:45]([NH:1][CH2:2][CH2:3][O:4][C:5]1[CH:6]=[C:7]([NH:17][C:18]2[N:27]=[CH:26][C:25]3[C:20](=[CH:21][CH:22]=[C:23]([C:28]#[C:29][Si:30]([CH3:32])([CH3:31])[CH3:33])[CH:24]=3)[N:19]=2)[CH:8]=[C:9]([C:11]2[CH:12]=[N:13][N:14]([CH3:16])[CH:15]=2)[CH:10]=1)=[O:46], predict the reactants needed to synthesize it. The reactants are: [NH2:1][CH2:2][CH2:3][O:4][C:5]1[CH:6]=[C:7]([NH:17][C:18]2[N:27]=[CH:26][C:25]3[C:20](=[CH:21][CH:22]=[C:23]([C:28]#[C:29][Si:30]([CH3:33])([CH3:32])[CH3:31])[CH:24]=3)[N:19]=2)[CH:8]=[C:9]([C:11]2[CH:12]=[N:13][N:14]([CH3:16])[CH:15]=2)[CH:10]=1.CCN(C(C)C)C(C)C.[Br:43][CH2:44][C:45](Cl)=[O:46]. (6) Given the product [CH3:15][O:16][C:17]([C:19]1([C:25]2[CH:26]=[C:27]([F:32])[CH:28]=[C:29]([O:31][CH2:2][C:3]3[CH:12]=[C:11]4[C:6]([C:7]([Cl:14])=[CH:8][C:9]([Cl:13])=[N:10]4)=[CH:5][CH:4]=3)[CH:30]=2)[CH2:24][CH2:23][O:22][CH2:21][CH2:20]1)=[O:18], predict the reactants needed to synthesize it. The reactants are: Br[CH2:2][C:3]1[CH:12]=[C:11]2[C:6]([C:7]([Cl:14])=[CH:8][C:9]([Cl:13])=[N:10]2)=[CH:5][CH:4]=1.[CH3:15][O:16][C:17]([C:19]1([C:25]2[CH:30]=[C:29]([OH:31])[CH:28]=[C:27]([F:32])[CH:26]=2)[CH2:24][CH2:23][O:22][CH2:21][CH2:20]1)=[O:18].C(=O)([O-])[O-].[Cs+].[Cs+]. (7) Given the product [CH2:24]([CH:23]([C:19]1[C:16]2[N:17]([CH3:18])[C:13]([CH:36]([C:29]3[C:28]([CH3:38])=[CH:33][C:32]([CH3:34])=[CH:31][C:30]=3[CH3:35])[OH:37])=[N:14][C:15]=2[CH:22]=[CH:21][CH:20]=1)[CH2:26][CH3:27])[CH3:25], predict the reactants needed to synthesize it. The reactants are: C([Li])CCC.CCCCCC.Br[C:13]1[N:17]([CH3:18])[C:16]2[C:19]([CH:23]([CH2:26][CH3:27])[CH2:24][CH3:25])=[CH:20][CH:21]=[CH:22][C:15]=2[N:14]=1.[C:28]1([CH3:38])[CH:33]=[C:32]([CH3:34])[CH:31]=[C:30]([CH3:35])[C:29]=1[CH:36]=[O:37].